From a dataset of Reaction yield outcomes from USPTO patents with 853,638 reactions. Predict the reaction yield, written as a fraction of the theoretical maximum amount of product (1.0 means a 100% yield; for example, 0.34 means a 34% yield). (1) The reactants are [F:1][C:2]1[CH:34]=[CH:33][C:5]([O:6][C:7]2[CH:28]=[CH:27][C:26]([C:29]([F:32])([F:31])[F:30])=[CH:25][C:8]=2[C:9]([NH:11][C:12]2[CH:24]=[CH:23][C:15]([C:16]([O:18]C(C)(C)C)=[O:17])=[CH:14][CH:13]=2)=[O:10])=[C:4]([CH3:35])[CH:3]=1.C(O)(C(F)(F)F)=O. The catalyst is ClCCl. The product is [F:1][C:2]1[CH:34]=[CH:33][C:5]([O:6][C:7]2[CH:28]=[CH:27][C:26]([C:29]([F:30])([F:31])[F:32])=[CH:25][C:8]=2[C:9]([NH:11][C:12]2[CH:13]=[CH:14][C:15]([C:16]([OH:18])=[O:17])=[CH:23][CH:24]=2)=[O:10])=[C:4]([CH3:35])[CH:3]=1. The yield is 0.670. (2) The reactants are [F:1][B-](F)(F)F.[Br:6][C:7]1[C:16]2[C:11](=[CH:12][CH:13]=[C:14]([O:17][CH3:18])[N:15]=2)[N:10]=[CH:9][C:8]=1[N+]#N. The catalyst is C1C2C(CCCC2)CCC1.C(Cl)(Cl)Cl. The product is [Br:6][C:7]1[C:16]2[C:11](=[CH:12][CH:13]=[C:14]([O:17][CH3:18])[N:15]=2)[N:10]=[CH:9][C:8]=1[F:1]. The yield is 0.400. (3) The reactants are [Cl:1][C:2]1[CH:3]=[C:4]2[CH:10]=[CH:9][NH:8][C:5]2=[N:6][CH:7]=1.[OH-].[K+].[CH2:13]([O:20][C:21](=[O:33])[NH:22][C:23]1[CH:28]=[CH:27][C:26]([F:29])=[C:25]([CH:30]=[O:31])[C:24]=1[F:32])[C:14]1[CH:19]=[CH:18][CH:17]=[CH:16][CH:15]=1. The catalyst is CO.Cl. The product is [CH2:13]([O:20][C:21](=[O:33])[NH:22][C:23]1[CH:28]=[CH:27][C:26]([F:29])=[C:25]([CH:30]([C:10]2[C:4]3[C:5](=[N:6][CH:7]=[C:2]([Cl:1])[CH:3]=3)[NH:8][CH:9]=2)[OH:31])[C:24]=1[F:32])[C:14]1[CH:19]=[CH:18][CH:17]=[CH:16][CH:15]=1. The yield is 0.460. (4) The reactants are [F:1][C:2]([F:20])([F:19])[C:3]1[CH:8]=[CH:7][C:6]([C:9]2[N:13]([CH3:14])[N:12]=[C:11]([C:15](=O)[CH3:16])[C:10]=2[OH:18])=[CH:5][CH:4]=1.[NH:21]([C:23]([NH:25][C:26]1[CH:34]=[CH:33][C:29]([C:30]([OH:32])=[O:31])=[CH:28][CH:27]=1)=[S:24])[NH2:22].CN(C)C=O. The catalyst is Cl.O. The product is [F:1][C:2]([F:20])([F:19])[C:3]1[CH:8]=[CH:7][C:6]([C:9]2[N:13]([CH3:14])[N:12]=[C:11]([C:15](=[N:22][NH:21][C:23]([NH:25][C:26]3[CH:34]=[CH:33][C:29]([C:30]([OH:32])=[O:31])=[CH:28][CH:27]=3)=[S:24])[CH3:16])[C:10]=2[OH:18])=[CH:5][CH:4]=1. The yield is 0.890. (5) The reactants are [N:1]1([C:7]2[S:8][CH:9]=[C:10]([Sn](C)(C)C)[N:11]=2)[CH2:6][CH2:5][CH2:4][CH2:3][CH2:2]1.[Br:16]C1SC=C(Br)N=1.O. The catalyst is N1CCCCC1. The product is [N:1]1([C:7]2[S:8][CH:9]=[C:10]([Br:16])[N:11]=2)[CH2:6][CH2:5][CH2:4][CH2:3][CH2:2]1. The yield is 1.00. (6) The reactants are Br[C:2]1[CH:3]=[C:4]([N:8]2[C:16]3[C:11](=[CH:12][CH:13]=[CH:14][CH:15]=3)[C:10]([C:17]([O:19][CH3:20])=[O:18])=[N:9]2)[CH:5]=[CH:6][CH:7]=1.[CH3:21][C:22]1[O:26][C:25]([C@:27]([OH:31])([C:29]#[CH:30])[CH3:28])=[N:24][N:23]=1. No catalyst specified. The product is [OH:31][C@:27]([C:25]1[O:26][C:22]([CH3:21])=[N:23][N:24]=1)([CH3:28])[C:29]#[C:30][C:2]1[CH:3]=[C:4]([N:8]2[C:16]3[C:11](=[CH:12][CH:13]=[CH:14][CH:15]=3)[C:10]([C:17]([O:19][CH3:20])=[O:18])=[N:9]2)[CH:5]=[CH:6][CH:7]=1. The yield is 0.770.